From a dataset of Catalyst prediction with 721,799 reactions and 888 catalyst types from USPTO. Predict which catalyst facilitates the given reaction. (1) Reactant: [OH:1][CH2:2][CH:3]1[CH2:7][CH2:6][S:5](=[O:9])(=[O:8])[CH2:4]1.[C:10]1([CH3:20])[CH:15]=[CH:14][C:13]([S:16](Cl)(=[O:18])=[O:17])=[CH:12][CH:11]=1.C(N(CC)CC)C. Product: [CH3:20][C:10]1[CH:15]=[CH:14][C:13]([S:16]([O:1][CH2:2][CH:3]2[CH2:7][CH2:6][S:5](=[O:9])(=[O:8])[CH2:4]2)(=[O:18])=[O:17])=[CH:12][CH:11]=1. The catalyst class is: 64. (2) Reactant: [CH:1]1([NH2:4])[CH2:3][CH2:2]1.C(O)(=O)C.[Cl:9][C:10]1[N:15]=[CH:14][C:13]([C:16](=O)[CH3:17])=[CH:12][CH:11]=1.C([BH3-])#N.[Na+]. Product: [Cl:9][C:10]1[N:15]=[CH:14][C:13]([CH:16]([CH3:17])[NH:4][CH:1]2[CH2:3][CH2:2]2)=[CH:12][CH:11]=1. The catalyst class is: 5. (3) Reactant: Cl.Cl.[Br:3][C:4]1[CH:5]=[CH:6][C:7]([NH:13]N)=[C:8]([CH:12]=1)[C:9]([OH:11])=[O:10].O=[C:16]1[CH2:21][CH2:20][CH:19]([C:22]([O:24][CH2:25][CH3:26])=[O:23])[CH2:18][CH2:17]1. Product: [Br:3][C:4]1[CH:5]=[C:6]2[C:7](=[C:8]([C:9]([OH:11])=[O:10])[CH:12]=1)[NH:13][C:16]1[CH2:21][CH2:20][CH:19]([C:22]([O:24][CH2:25][CH3:26])=[O:23])[CH2:18][C:17]2=1. The catalyst class is: 52. (4) Reactant: [CH3:1][C:2]1[C:6]([C:7]([O:9]CC)=[O:8])=[CH:5][O:4][N:3]=1.O. Product: [CH3:1][C:2]1[C:6]([C:7]([OH:9])=[O:8])=[CH:5][O:4][N:3]=1. The catalyst class is: 494. (5) Reactant: [CH:1]12[NH:8][CH:5]([CH2:6][CH2:7]1)[CH2:4][N:3]([C:9](=[O:22])[CH2:10][C:11]1[CH:16]=[CH:15][C:14]([N:17]3[CH:21]=[N:20][N:19]=[N:18]3)=[CH:13][CH:12]=1)[CH2:2]2.Br[CH2:24][CH2:25][C:26]1[CH:31]=[CH:30][C:29]([N+:32]([O-:34])=[O:33])=[CH:28][CH:27]=1.CCN(C(C)C)C(C)C. Product: [N+:32]([C:29]1[CH:30]=[CH:31][C:26]([CH2:25][CH2:24][N:8]2[CH:5]3[CH2:6][CH2:7][CH:1]2[CH2:2][N:3]([C:9](=[O:22])[CH2:10][C:11]2[CH:12]=[CH:13][C:14]([N:17]4[CH:21]=[N:20][N:19]=[N:18]4)=[CH:15][CH:16]=2)[CH2:4]3)=[CH:27][CH:28]=1)([O-:34])=[O:33]. The catalyst class is: 10. (6) Reactant: [C:1]([O:5][C:6]([N:8]1[CH2:11][CH2:10][C@H:9]1[CH2:12][O:13][C:14]1[CH:15]=[C:16]([CH2:20][CH2:21][C:22]2[CH:23]=[C:24]([CH2:28][NH2:29])[CH:25]=[CH:26][CH:27]=2)[CH:17]=[N:18][CH:19]=1)=[O:7])([CH3:4])([CH3:3])[CH3:2].C(N(CC)CC)C.[CH3:37][S:38](Cl)(=[O:40])=[O:39].N(CCO)CCO. Product: [C:1]([O:5][C:6]([N:8]1[CH2:11][CH2:10][C@H:9]1[CH2:12][O:13][C:14]1[CH:15]=[C:16]([CH2:20][CH2:21][C:22]2[CH:23]=[C:24]([CH2:28][NH:29][S:38]([CH3:37])(=[O:40])=[O:39])[CH:25]=[CH:26][CH:27]=2)[CH:17]=[N:18][CH:19]=1)=[O:7])([CH3:4])([CH3:2])[CH3:3]. The catalyst class is: 2. (7) Reactant: [Cl:1][C:2]1[C:7]([O:8]C)=[C:6]([O:10][CH3:11])[C:5]([O:12][CH3:13])=[C:4]([O:14]C)[C:3]=1/[CH:16]=[C:17](\[CH3:21])/[C:18]([OH:20])=[O:19]. Product: [Cl:1][C:2]1[C:7](=[O:8])[C:6]([O:10][CH3:11])=[C:5]([O:12][CH3:13])[C:4](=[O:14])[C:3]=1/[CH:16]=[C:17](\[CH3:21])/[C:18]([OH:20])=[O:19]. The catalyst class is: 47.